Dataset: Forward reaction prediction with 1.9M reactions from USPTO patents (1976-2016). Task: Predict the product of the given reaction. (1) Given the reactants [Cl:1][C:2]1[N:3]=[C:4]2[CH:12]=[C:11]([I:13])[CH:10]=[N:9][C:5]2=[N:6][C:7]=1Cl.[CH2:14]1[NH:19][CH2:18][CH2:17][N:16]2[CH2:20][CH2:21][CH2:22][CH:15]12, predict the reaction product. The product is: [Cl:1][C:2]1[N:3]=[C:4]2[CH:12]=[C:11]([I:13])[CH:10]=[N:9][C:5]2=[N:6][C:7]=1[N:19]1[CH2:18][CH2:17][N:16]2[CH2:20][CH2:21][CH2:22][CH:15]2[CH2:14]1. (2) Given the reactants [CH3:1][O:2][C:3](=[O:16])[CH2:4][NH:5][C:6]([C:8]1[C:9](Cl)=[N:10][CH:11]=[C:12]([F:14])[CH:13]=1)=[O:7].CCN(CC)CC, predict the reaction product. The product is: [CH3:1][O:2][C:3](=[O:16])[CH2:4][NH:5][C:6]([C:8]1[CH:9]=[N:10][CH:11]=[C:12]([F:14])[CH:13]=1)=[O:7]. (3) The product is: [Cl:15][C:16]1[C:21]([C:22]2[CH:27]=[C:26]([F:28])[CH:25]=[CH:24][C:23]=2[C:29]([F:32])([F:30])[F:31])=[C:20]([N:5]2[CH2:6][CH2:7][CH:2]([CH3:1])[CH2:3][CH2:4]2)[N:19]2[N:34]=[CH:35][N:36]=[C:18]2[N:17]=1. Given the reactants [CH3:1][CH:2]1[CH2:7][CH2:6][NH:5][CH2:4][CH2:3]1.C(N(CC)CC)C.[Cl:15][C:16]1[C:21]([C:22]2[CH:27]=[C:26]([F:28])[CH:25]=[CH:24][C:23]=2[C:29]([F:32])([F:31])[F:30])=[C:20](Cl)[N:19]2[N:34]=[CH:35][N:36]=[C:18]2[N:17]=1, predict the reaction product. (4) Given the reactants [F:1][C:2]1[CH:3]=[C:4]([C:10]2[CH2:16][C@H:15]3[N:12]([C:13](=[O:20])[C@@H:14]3[C@H:17]([OH:19])[CH3:18])[C:11]=2[C:21]([O-:23])=[O:22])[CH:5]=[CH:6][C:7]=1[O:8][CH3:9].[Na+].[C:25]([O:31][CH2:32]I)(=[O:30])[C:26]([CH3:29])([CH3:28])[CH3:27].C(OCC)C, predict the reaction product. The product is: [F:1][C:2]1[CH:3]=[C:4]([C:10]2[CH2:16][C@H:15]3[N:12]([C:13](=[O:20])[C@@H:14]3[C@H:17]([OH:19])[CH3:18])[C:11]=2[C:21]([O:23][CH2:32][O:31][C:25](=[O:30])[C:26]([CH3:29])([CH3:28])[CH3:27])=[O:22])[CH:5]=[CH:6][C:7]=1[O:8][CH3:9]. (5) Given the reactants [OH:1][C:2]1[CH:10]=[CH:9][CH:8]=[C:7]([CH3:11])[C:3]=1[C:4]([OH:6])=[O:5].[Br:12]N1C(=O)CCC1=O.S(=O)(=O)(O)[O-].[Na+], predict the reaction product. The product is: [Br:12][C:8]1[C:7]([CH3:11])=[C:3]([C:2]([OH:1])=[CH:10][CH:9]=1)[C:4]([OH:6])=[O:5].